This data is from Catalyst prediction with 721,799 reactions and 888 catalyst types from USPTO. The task is: Predict which catalyst facilitates the given reaction. (1) Reactant: [H-].[Na+].[C:3]([O:7][C:8]([NH:10][CH:11]1[CH2:17][CH2:16][CH2:15][CH:14]([OH:18])[CH2:13][CH2:12]1)=[O:9])([CH3:6])([CH3:5])[CH3:4].[CH3:19]I.[OH-].[Na+]. Product: [C:3]([O:7][C:8]([NH:10][C@H:11]1[CH2:17][CH2:16][CH2:15][C@@H:14]([O:18][CH3:19])[CH2:13][CH2:12]1)=[O:9])([CH3:6])([CH3:4])[CH3:5]. The catalyst class is: 1. (2) Reactant: [CH2:1]([O:8][N:9]1[C:15](=[O:16])[N:14]2[CH2:17][C@H:10]1[CH2:11][CH2:12][C@H:13]2[C:18]([OH:20])=O)[C:2]1[CH:7]=[CH:6][CH:5]=[CH:4][CH:3]=1.[NH2:21][N:22]1[CH2:27][CH2:26][CH2:25][CH2:24][C:23]1=[O:28].C1C=CC2N(O)N=NC=2C=1.CCN=C=NCCCN(C)C. Product: [CH2:1]([O:8][N:9]1[C:15](=[O:16])[N:14]2[CH2:17][C@H:10]1[CH2:11][CH2:12][C@H:13]2[C:18]([NH:21][N:22]1[CH2:27][CH2:26][CH2:25][CH2:24][C:23]1=[O:28])=[O:20])[C:2]1[CH:3]=[CH:4][CH:5]=[CH:6][CH:7]=1. The catalyst class is: 64. (3) Reactant: [N:1]1[CH:6]=[CH:5][C:4]([O:7][CH:8]2[CH2:13][CH2:12][N:11]([C:14]([O:16][C:17]([CH3:20])([CH3:19])[CH3:18])=[O:15])[CH2:10][CH2:9]2)=[CH:3][CH:2]=1.[CH2:21]([Br:28])[C:22]1[CH:27]=[CH:26][CH:25]=[CH:24][CH:23]=1. Product: [Br-:28].[CH2:21]([N+:1]1[CH:2]=[CH:3][C:4]([O:7][CH:8]2[CH2:13][CH2:12][N:11]([C:14]([O:16][C:17]([CH3:20])([CH3:19])[CH3:18])=[O:15])[CH2:10][CH2:9]2)=[CH:5][CH:6]=1)[C:22]1[CH:27]=[CH:26][CH:25]=[CH:24][CH:23]=1. The catalyst class is: 2. (4) Reactant: [OH:1][C@@H:2]1[C@H:5]([C:6]2[CH:11]=[CH:10][CH:9]=[CH:8][CH:7]=2)[NH:4][C:3]1=[O:12].[CH3:13][O:14][C:15](OC)([CH3:17])[CH3:16].CC1C=CC(S([O-])(=O)=O)=CC=1.C1C=C[NH+]=CC=1. Product: [CH3:13][O:14][C:15]([CH3:17])([O:1][C@@H:2]1[C@H:5]([C:6]2[CH:11]=[CH:10][CH:9]=[CH:8][CH:7]=2)[NH:4][C:3]1=[O:12])[CH3:16]. The catalyst class is: 9. (5) Reactant: [Cl:1][C:2]1[CH:3]=[N:4][N:5]([CH2:7][C:8]([OH:10])=[O:9])[CH:6]=1.C[Si]([N-][Si](C)(C)C)(C)C.[Na+].[Cl:21][CH2:22][CH2:23][CH2:24][CH2:25]I. Product: [Cl:21][CH2:22][CH2:23][CH2:24][CH2:25][CH:7]([N:5]1[CH:6]=[C:2]([Cl:1])[CH:3]=[N:4]1)[C:8]([OH:10])=[O:9]. The catalyst class is: 25. (6) Reactant: [Br:1][C:2]1[CH:3]=[C:4]([N+:9]([O-:11])=[O:10])[CH:5]=[CH:6][C:7]=1F.[CH2:12]([SH:14])[CH3:13].C(=O)([O-])[O-].[K+].[K+]. Product: [Br:1][C:2]1[CH:3]=[C:4]([N+:9]([O-:11])=[O:10])[CH:5]=[CH:6][C:7]=1[S:14][CH2:12][CH3:13]. The catalyst class is: 3. (7) Product: [CH2:1]([O:3][CH2:4][CH:5]([NH:22][C:24]1[N:32]=[CH:31][N:30]=[C:29]2[C:25]=1[N:26]=[CH:27][NH:28]2)[C:6]1[N:10]([C:11]2[CH:16]=[CH:15][CH:14]=[CH:13][CH:12]=2)[C:9]2[CH:17]=[C:18]([F:21])[CH:19]=[CH:20][C:8]=2[N:7]=1)[CH3:2]. Reactant: [CH2:1]([O:3][CH2:4][C@H:5]([NH2:22])[C:6]1[N:10]([C:11]2[CH:16]=[CH:15][CH:14]=[CH:13][CH:12]=2)[C:9]2[CH:17]=[C:18]([F:21])[CH:19]=[CH:20][C:8]=2[N:7]=1)[CH3:2].Cl[C:24]1[N:32]=[CH:31][N:30]=[C:29]2[C:25]=1[N:26]=[CH:27][N:28]2C1CCCCO1.CCN(C(C)C)C(C)C. The catalyst class is: 51.